From a dataset of Reaction yield outcomes from USPTO patents with 853,638 reactions. Predict the reaction yield, written as a fraction of the theoretical maximum amount of product (1.0 means a 100% yield; for example, 0.34 means a 34% yield). (1) The reactants are [NH2:1][CH:2]([C:9]1[CH:14]=[CH:13][CH:12]=[C:11]([F:15])[CH:10]=1)[CH2:3][C:4]([O:6]CC)=[O:5].P([O-])([O-])([O-])=O.[K+].[K+].[K+].[Cl-:24].[Na+:25]. The catalyst is C1CCCCC1. The product is [NH2:1][CH:2]([C:9]1[CH:14]=[CH:13][CH:12]=[C:11]([F:15])[CH:10]=1)[CH2:3][C:4]([OH:6])=[O:5].[Cl-:24].[Na+:25]. The yield is 0.450. (2) The catalyst is O.C(OCC)(=O)C. The product is [CH3:1][C:2]1[N:37]=[C:5]2[N:6]([CH2:33]/[C:34](=[N:39]/[O:40][CH:41]([CH3:43])[CH3:42])/[CH3:35])[C:7](=[O:32])[C:8]([CH2:13][C:14]3[CH:15]=[CH:16][C:17]([C:20]4[CH:25]=[CH:24][CH:23]=[CH:22][C:21]=4[C:26]4[NH:30][C:29](=[O:31])[O:28][N:27]=4)=[CH:18][CH:19]=3)=[C:9]([CH2:10][CH2:11][CH3:12])[N:4]2[N:3]=1. The reactants are [CH3:1][C:2]1[N:37]=[C:5]2[N:6]([CH2:33][C:34](=O)[CH3:35])[C:7](=[O:32])[C:8]([CH2:13][C:14]3[CH:19]=[CH:18][C:17]([C:20]4[CH:25]=[CH:24][CH:23]=[CH:22][C:21]=4[C:26]4[NH:30][C:29](=[O:31])[O:28][N:27]=4)=[CH:16][CH:15]=3)=[C:9]([CH2:10][CH2:11][CH3:12])[N:4]2[N:3]=1.Cl.[NH2:39][O:40][CH:41]([CH3:43])[CH3:42].N1C=CC=CC=1.Cl. The yield is 0.360. (3) The reactants are Br[C:2]1[CH:3]=[CH:4][C:5]([O:25][CH3:26])=[C:6]([C:8]([C:10]2[CH:11]=[N:12][C:13]([NH:16][C:17]3[CH:22]=[CH:21][C:20]([F:23])=[CH:19][C:18]=3[F:24])=[CH:14][CH:15]=2)=[O:9])[CH:7]=1.C([Sn](CCCC)(CCCC)[C:32]1[CH:37]=[CH:36][CH:35]=[CH:34][N:33]=1)CCC. The catalyst is C1(C)C(C)=CC=CC=1.CC(OC)(C)C.Cl[Pd](Cl)([P](C1C=CC=CC=1)(C1C=CC=CC=1)C1C=CC=CC=1)[P](C1C=CC=CC=1)(C1C=CC=CC=1)C1C=CC=CC=1. The product is [F:24][C:18]1[CH:19]=[C:20]([F:23])[CH:21]=[CH:22][C:17]=1[NH:16][C:13]1[N:12]=[CH:11][C:10]([C:8]([C:6]2[CH:7]=[C:2]([C:32]3[CH:37]=[CH:36][CH:35]=[CH:34][N:33]=3)[CH:3]=[CH:4][C:5]=2[O:25][CH3:26])=[O:9])=[CH:15][CH:14]=1. The yield is 0.400. (4) The reactants are [Si]([O:8][CH2:9][CH2:10][CH2:11][N:12]1[C:16]2[N:17]=[CH:18][N:19]=[C:20]([NH:21]C(=O)OC(C)(C)C)[C:15]=2[C:14]([C:29]2[CH:34]=[CH:33][C:32]([CH3:35])=[CH:31][CH:30]=2)=[C:13]1C=O)(C(C)(C)C)(C)C.C1(P(=[CH:57][C:58]#[N:59])(C2C=CC=CC=2)C2C=CC=CC=2)C=CC=CC=1.[CH2:60](Cl)Cl. No catalyst specified. The product is [NH2:21][C:20]1[C:15]2[C:14]([C:29]3[CH:30]=[CH:31][C:32]([CH3:35])=[CH:33][CH:34]=3)=[C:13]([CH:60]=[CH:57][C:58]#[N:59])[N:12]([CH2:11][CH2:10][CH2:9][OH:8])[C:16]=2[N:17]=[CH:18][N:19]=1. The yield is 0.870. (5) The reactants are [CH3:1][O:2][C:3]1[CH:9]=[C:8]([CH:10]2[CH2:15][CH2:14][N:13]([CH3:16])[CH2:12][CH2:11]2)[C:7]([N+:17]([O-:19])=[O:18])=[CH:6][C:4]=1[NH2:5].CC1C=[CH:23][C:24]([S:27](O)(=[O:29])=[O:28])=[CH:25]C=1.NC1C=C(N[C:43]2[N:48]=[C:47]([NH:49][C:50]3[CH:59]=[CH:58][CH:57]=[CH:56][C:51]=3C(NC)=O)[C:46]([Cl:60])=[CH:45][N:44]=2)C2CCCCC=2C=1. No catalyst specified. The product is [Cl:60][C:46]1[C:47]([NH:49][C:50]2[CH:59]=[CH:58][CH:57]=[CH:56][C:51]=2[S:27]([CH:24]([CH3:25])[CH3:23])(=[O:29])=[O:28])=[N:48][C:43]([NH:5][C:4]2[CH:6]=[C:7]([N+:17]([O-:19])=[O:18])[C:8]([CH:10]3[CH2:11][CH2:12][N:13]([CH3:16])[CH2:14][CH2:15]3)=[CH:9][C:3]=2[O:2][CH3:1])=[N:44][CH:45]=1. The yield is 0.120. (6) The reactants are [NH:1]1[C:9]2[C:4](=[CH:5][CH:6]=[CH:7][C:8]=2[C:10]([OH:12])=O)[CH:3]=[CH:2]1.CN(C(ON1N=NC2C=CC=CC1=2)=[N+](C)C)C.[B-](F)(F)(F)F.C(N(CC)C(C)C)(C)C.[C:44]([C:48]1[CH:62]=[CH:61][C:51]([CH2:52][NH:53][CH2:54][CH2:55][CH2:56][C:57]([F:60])([F:59])[F:58])=[CH:50][CH:49]=1)([CH3:47])([CH3:46])[CH3:45]. The product is [C:44]([C:48]1[CH:62]=[CH:61][C:51]([CH2:52][N:53]([CH2:54][CH2:55][CH2:56][C:57]([F:60])([F:59])[F:58])[C:10]([C:8]2[CH:7]=[CH:6][CH:5]=[C:4]3[C:9]=2[NH:1][CH:2]=[CH:3]3)=[O:12])=[CH:50][CH:49]=1)([CH3:47])([CH3:45])[CH3:46]. The yield is 0.990. The catalyst is CN(C=O)C.O. (7) The reactants are [NH2:1][C:2]1[CH:3]=[C:4]([CH:21]=[CH:22][C:23]=1[F:24])[O:5][C:6]1[CH:7]=[CH:8][C:9]2[N:10]([CH:12]=[C:13]([NH:15][C:16]([CH:18]3[CH2:20][CH2:19]3)=[O:17])[N:14]=2)[N:11]=1.[F:25][C:26]([F:37])([F:36])[C:27]1[CH:28]=[C:29]([CH:33]=[CH:34][CH:35]=1)[C:30](O)=[O:31].ON1C2C=CC=CC=2N=N1.Cl.C(N=C=NCCCN(C)C)C. The catalyst is CN(C)C=O. The product is [CH:18]1([C:16]([NH:15][C:13]2[N:14]=[C:9]3[CH:8]=[CH:7][C:6]([O:5][C:4]4[CH:21]=[CH:22][C:23]([F:24])=[C:2]([NH:1][C:30](=[O:31])[C:29]5[CH:33]=[CH:34][CH:35]=[C:27]([C:26]([F:25])([F:36])[F:37])[CH:28]=5)[CH:3]=4)=[N:11][N:10]3[CH:12]=2)=[O:17])[CH2:20][CH2:19]1. The yield is 0.640. (8) The reactants are [Cl-].[Al+3].[Cl-].[Cl-].[C:5](OC(=O)C)(=[O:7])[CH3:6].[CH2:12]([O:14][C:15]([C:17]1[NH:18][C:19]([CH3:23])=[C:20]([CH3:22])[CH:21]=1)=[O:16])[CH3:13]. The catalyst is ClC(Cl)C. The product is [CH2:12]([O:14][C:15]([C:17]1[NH:18][C:19]([CH3:23])=[C:20]([CH3:22])[C:21]=1[C:5](=[O:7])[CH3:6])=[O:16])[CH3:13]. The yield is 0.600. (9) The reactants are [CH:1]([NH:4][C:5](=[O:15])[CH2:6][N:7]1[CH:11]=[C:10]([N+:12]([O-])=O)[CH:9]=[N:8]1)([CH3:3])[CH3:2]. The catalyst is C1COCC1.[Pd]. The product is [NH2:12][C:10]1[CH:9]=[N:8][N:7]([CH2:6][C:5]([NH:4][CH:1]([CH3:3])[CH3:2])=[O:15])[CH:11]=1. The yield is 1.00.